Dataset: Peptide-MHC class I binding affinity with 185,985 pairs from IEDB/IMGT. Task: Regression. Given a peptide amino acid sequence and an MHC pseudo amino acid sequence, predict their binding affinity value. This is MHC class I binding data. (1) The peptide sequence is YLGPTIRVW. The MHC is HLA-A01:01 with pseudo-sequence HLA-A01:01. The binding affinity (normalized) is 0.0847. (2) The peptide sequence is EDQGNPIVL. The MHC is HLA-B44:03 with pseudo-sequence HLA-B44:03. The binding affinity (normalized) is 0. (3) The peptide sequence is ILYVSCNPA. The MHC is HLA-A01:01 with pseudo-sequence HLA-A01:01. The binding affinity (normalized) is 0.0847. (4) The peptide sequence is RQGKTPLTL. The MHC is HLA-B39:01 with pseudo-sequence HLA-B39:01. The binding affinity (normalized) is 0.283. (5) The peptide sequence is LPLFIFSLK. The MHC is HLA-B51:01 with pseudo-sequence HLA-B51:01. The binding affinity (normalized) is 0.123. (6) The peptide sequence is NTPVSMTYL. The MHC is HLA-A02:01 with pseudo-sequence HLA-A02:01. The binding affinity (normalized) is 0.161. (7) The peptide sequence is AFNKKTFD. The MHC is H-2-Db with pseudo-sequence H-2-Db. The binding affinity (normalized) is 0. (8) The peptide sequence is WLSYKVASA. The MHC is HLA-B08:01 with pseudo-sequence HLA-B08:01. The binding affinity (normalized) is 0.815. (9) The peptide sequence is LAIPPTAGVL. The MHC is HLA-B08:01 with pseudo-sequence HLA-B08:01. The binding affinity (normalized) is 0.132. (10) The peptide sequence is VMYAFTTPLI. The MHC is HLA-A68:02 with pseudo-sequence HLA-A68:02. The binding affinity (normalized) is 0.549.